This data is from Forward reaction prediction with 1.9M reactions from USPTO patents (1976-2016). The task is: Predict the product of the given reaction. (1) Given the reactants Br[C:2]1[CH:3]=[C:4]([NH:10][C@H:11]([CH2:15][CH:16]([CH3:18])[CH3:17])[C:12]([NH2:14])=[O:13])[CH:5]=[N:6][C:7]=1[C:8]#[N:9].[NH2:19][C:20]1[CH:21]=[C:22]2[C:27](=[CH:28][CH:29]=1)[CH:26]=[N:25][CH:24]=[CH:23]2.O(C1C=CC=CC=1)[Na].O.O.O.CC1(C)C2C(=C(P(C3C=CC=CC=3)C3C=CC=CC=3)C=CC=2)OC2C(P(C3C=CC=CC=3)C3C=CC=CC=3)=CC=CC1=2, predict the reaction product. The product is: [C:8]([C:7]1[N:6]=[CH:5][C:4]([NH:10][C@H:11]([CH2:15][CH:16]([CH3:18])[CH3:17])[C:12]([NH2:14])=[O:13])=[CH:3][C:2]=1[NH:19][C:20]1[CH:21]=[C:22]2[C:27](=[CH:28][CH:29]=1)[CH:26]=[N:25][CH:24]=[CH:23]2)#[N:9]. (2) Given the reactants CO.[CH2:3]([N:10]1[CH2:15][CH2:14][CH:13]([CH3:16])[CH:12]([NH:17][CH3:18])[CH2:11]1)[C:4]1[CH:9]=[CH:8][CH:7]=[CH:6][CH:5]=1.[C:19]1([CH3:46])[C:20]([C:25]([C@@:27]([C:43]([OH:45])=[O:44])([OH:42])[C@@:28]([C:33]([C:35]2[C:36]([CH3:41])=[CH:37][CH:38]=[CH:39][CH:40]=2)=[O:34])([OH:32])[C:29]([OH:31])=[O:30])=[O:26])=[CH:21][CH:22]=[CH:23][CH:24]=1.[C:47]([C@@:55]([C:70]([OH:72])=[O:71])([OH:69])[C@@:56]([C:61](=[O:68])[C:62]1[CH:67]=[CH:66][CH:65]=[CH:64][CH:63]=1)([OH:60])[C:57]([OH:59])=[O:58])(=[O:54])[C:48]1[CH:53]=[CH:52][CH:51]=[CH:50][CH:49]=1, predict the reaction product. The product is: [C:19]1([CH3:46])[C:20]([C:25]([C@@:27]([C:43]([OH:45])=[O:44])([OH:42])[C@@:28]([C:33]([C:35]2[C:36]([CH3:41])=[CH:37][CH:38]=[CH:39][CH:40]=2)=[O:34])([OH:32])[C:29]([OH:31])=[O:30])=[O:26])=[CH:21][CH:22]=[CH:23][CH:24]=1.[C:61]([C@@:56]([C:57]([OH:59])=[O:58])([OH:60])[C@@:55]([C:47](=[O:54])[C:48]1[CH:53]=[CH:52][CH:51]=[CH:50][CH:49]=1)([OH:69])[C:70]([OH:72])=[O:71])(=[O:68])[C:62]1[CH:67]=[CH:66][CH:65]=[CH:64][CH:63]=1.[CH2:3]([N:10]1[CH2:15][CH2:14][C@@H:13]([CH3:16])[C@@H:12]([NH:17][CH3:18])[CH2:11]1)[C:4]1[CH:5]=[CH:6][CH:7]=[CH:8][CH:9]=1.